This data is from Full USPTO retrosynthesis dataset with 1.9M reactions from patents (1976-2016). The task is: Predict the reactants needed to synthesize the given product. (1) Given the product [CH2:13]([N:16]([CH2:17][CH2:18][C:19]#[N:20])[S:1]([Cl:23])(=[O:4])=[O:2])[CH:14]=[CH2:15], predict the reactants needed to synthesize it. The reactants are: [S:1](=[O:4])(=O)=[O:2].N1C(C)=CC=CC=1C.[CH2:13]([NH:16][CH2:17][CH2:18][C:19]#[N:20])[CH:14]=[CH2:15].P(Cl)(Cl)([Cl:23])=O. (2) Given the product [CH2:1]([N:8]1[CH:12]=[C:11]([NH:36][C:46](=[O:49])[O:43][CH2:42][CH2:41][Si:40]([CH3:45])([CH3:44])[CH3:39])[C:10]([C:16]2[CH:17]=[CH:18][CH:19]=[CH:20][CH:21]=2)=[N:9]1)[C:2]1[CH:3]=[CH:4][CH:5]=[CH:6][CH:7]=1, predict the reactants needed to synthesize it. The reactants are: [CH2:1]([N:8]1[CH:12]=[C:11](C(O)=O)[C:10]([C:16]2[CH:21]=[CH:20][CH:19]=[CH:18][CH:17]=2)=[N:9]1)[C:2]1[CH:7]=[CH:6][CH:5]=[CH:4][CH:3]=1.C1C=CC(P([N:36]=[N+]=[N-])(C2C=CC=CC=2)=O)=CC=1.[CH3:39][Si:40]([CH3:45])([CH3:44])[CH2:41][CH2:42][OH:43].[C:46](=[O:49])([O-])O.[Na+]. (3) Given the product [CH3:17][C@@H:37]1[CH2:36][CH2:35][C@H:33]([CH3:34])[N:38]1[C:14]([C:9]1([NH:8][C:6](=[O:7])[O:5][C:1]([CH3:2])([CH3:3])[CH3:4])[CH2:10][CH2:11][CH2:12][CH2:13]1)=[O:16], predict the reactants needed to synthesize it. The reactants are: [C:1]([O:5][C:6]([NH:8][C:9]1([C:14]([OH:16])=O)[CH2:13][CH2:12][CH2:11][CH2:10]1)=[O:7])([CH3:4])([CH3:3])[CH3:2].[CH2:17](N(CC)CC)C.CN(C(ON1N=N[C:34]2[CH:35]=[CH:36][CH:37]=[N:38][C:33]1=2)=[N+](C)C)C.F[P-](F)(F)(F)(F)F. (4) Given the product [Cl:13][CH2:11][C:9]1[O:10][C:3]([CH:2]=[O:1])=[CH:5][CH:7]=1, predict the reactants needed to synthesize it. The reactants are: [OH:1][CH2:2][C:3]([C@H:5]([C@@H:7]([C@@H:9]([CH2:11]O)[OH:10])O)O)=O.[ClH:13].C. (5) Given the product [CH3:12][N:13]([CH3:14])[CH2:7][C:6]1[CH:9]=[CH:10][CH:11]=[C:4]([N+:1]([O-:3])=[O:2])[CH:5]=1, predict the reactants needed to synthesize it. The reactants are: [N+:1]([C:4]1[CH:5]=[C:6]([CH:9]=[CH:10][CH:11]=1)[CH2:7]Br)([O-:3])=[O:2].[CH3:12][NH:13][CH3:14]. (6) Given the product [C:1]([O:5][CH:6]([O:10][C:11]([NH:13][CH2:14][C:15]1([CH2:21][C:22]([OH:24])=[O:23])[CH2:20][CH2:19][CH2:18][CH2:17][CH2:16]1)=[O:12])[CH2:7][CH2:8][CH3:9])(=[O:4])[CH2:2][CH3:3], predict the reactants needed to synthesize it. The reactants are: [C:1]([O:5][CH:6]([O:10][C:11]([NH:13][CH2:14][C:15]1([CH2:21][C:22]([O:24]CC2C=CC=CC=2)=[O:23])[CH2:20][CH2:19][CH2:18][CH2:17][CH2:16]1)=[O:12])[CH2:7][CH2:8][CH3:9])(=[O:4])[CH2:2][CH3:3]. (7) Given the product [CH3:35][O:34][C:20]1[CH:19]=[C:18]([CH:23]=[CH:22][C:21]=1[O:24][CH2:25][C:26]1[CH:27]=[CH:28][C:29]([O:32][CH3:33])=[CH:30][CH:31]=1)[CH2:17][N:8]1[C:5]2=[N:6][CH:7]=[C:2]([C:40]3[CH:39]=[N:38][N:37]([CH3:36])[CH:41]=3)[CH:3]=[C:4]2[N:10]=[C:9]1[NH:11][C:12](=[O:16])[O:13][CH2:14][CH3:15], predict the reactants needed to synthesize it. The reactants are: I[C:2]1[CH:3]=[C:4]2[N:10]=[C:9]([NH:11][C:12](=[O:16])[O:13][CH2:14][CH3:15])[N:8]([CH2:17][C:18]3[CH:23]=[CH:22][C:21]([O:24][CH2:25][C:26]4[CH:31]=[CH:30][C:29]([O:32][CH3:33])=[CH:28][CH:27]=4)=[C:20]([O:34][CH3:35])[CH:19]=3)[C:5]2=[N:6][CH:7]=1.[CH3:36][N:37]1[CH:41]=[C:40](B2OC(C)(C)C(C)(C)O2)[CH:39]=[N:38]1. (8) Given the product [CH3:17][N:14]1[C:15]2[CH:16]=[C:8]([N:5]3[CH:6]=[CH:7][C:2]([O:1][S:47]([C:50]([F:53])([F:52])[F:51])(=[O:49])=[O:48])=[CH:3][C:4]3=[O:29])[CH:9]=[CH:10][C:11]=2[C:12]2[CH2:21][N:20]([C:22]([O:24][C:25]([CH3:26])([CH3:28])[CH3:27])=[O:23])[CH2:19][CH2:18][C:13]1=2, predict the reactants needed to synthesize it. The reactants are: [OH:1][C:2]1[CH:7]=[CH:6][N:5]([C:8]2[CH:9]=[CH:10][C:11]3[C:12]4[CH2:21][N:20]([C:22]([O:24][C:25]([CH3:28])([CH3:27])[CH3:26])=[O:23])[CH2:19][CH2:18][C:13]=4[N:14]([CH3:17])[C:15]=3[CH:16]=2)[C:4](=[O:29])[CH:3]=1.[Li]N([Si](C)(C)C)[Si](C)(C)C.C1(N([S:47]([C:50]([F:53])([F:52])[F:51])(=[O:49])=[O:48])[S:47]([C:50]([F:53])([F:52])[F:51])(=[O:49])=[O:48])C=CC=CC=1. (9) Given the product [CH2:27]([CH:26]([CH2:29][CH3:30])[CH2:25][C:19]1([C:17]([NH:16][C:7]2[C:6]([S:5][C:31](=[O:35])[CH:32]([CH3:34])[CH3:33])=[CH:15][C:14]3[C:9]([CH:8]=2)=[CH:10][CH:11]=[CH:12][CH:13]=3)=[O:18])[CH2:20][CH2:21][CH2:22][CH2:23][CH2:24]1)[CH3:28], predict the reactants needed to synthesize it. The reactants are: C(Cl)(Cl)Cl.[SH:5][C:6]1[C:7]([NH:16][C:17]([C:19]2([CH2:25][CH:26]([CH2:29][CH3:30])[CH2:27][CH3:28])[CH2:24][CH2:23][CH2:22][CH2:21][CH2:20]2)=[O:18])=[CH:8][C:9]2[C:14]([CH:15]=1)=[CH:13][CH:12]=[CH:11][CH:10]=2.[C:31](Cl)(=[O:35])[CH:32]([CH3:34])[CH3:33]. (10) Given the product [CH2:1]([O:3][C:4](=[O:12])[C:5]1[CH:10]=[CH:9][C:8]([NH:11][C:27](=[O:28])[C:26]2[CH:30]=[CH:31][C:23]([F:22])=[CH:24][CH:25]=2)=[CH:7][CH:6]=1)[CH3:2], predict the reactants needed to synthesize it. The reactants are: [CH2:1]([O:3][C:4](=[O:12])[C:5]1[CH:10]=[CH:9][C:8]([NH2:11])=[CH:7][CH:6]=1)[CH3:2].C(N(CC)C(C)C)(C)C.[F:22][C:23]1[CH:31]=[CH:30][C:26]([C:27](Cl)=[O:28])=[CH:25][CH:24]=1.